Dataset: Catalyst prediction with 721,799 reactions and 888 catalyst types from USPTO. Task: Predict which catalyst facilitates the given reaction. (1) Reactant: [CH3:1][C:2]([CH3:33])([CH3:32])[CH:3]([NH:25][C:26](=[O:31])[CH:27]([NH:29][CH3:30])[CH3:28])[C:4]([N:6]1[CH2:10][CH2:9][CH:8]([O:11]C(=O)C)[CH:7]1[CH2:15][C:16]1[C:24]2[C:19](=[N:20][CH:21]=[CH:22][CH:23]=2)[NH:18][CH:17]=1)=[O:5].[OH-].[Na+]. Product: [OH:11][CH:8]1[CH2:9][CH2:10][N:6]([C:4]([CH:3]([NH:25][C:26](=[O:31])[CH:27]([NH:29][CH3:30])[CH3:28])[C:2]([CH3:33])([CH3:32])[CH3:1])=[O:5])[CH:7]1[CH2:15][C:16]1[C:24]2[C:19](=[N:20][CH:21]=[CH:22][CH:23]=2)[NH:18][CH:17]=1. The catalyst class is: 5. (2) Reactant: Cl[CH:2]([CH2:7][C:8]1[CH:13]=[CH:12][CH:11]=[C:10]([C:14]([F:17])([F:16])[F:15])[CH:9]=1)[C:3](OC)=[O:4].[NH2:18][C:19]([NH2:21])=[S:20].CC([O-])=O.[Na+]. Product: [F:15][C:14]([F:17])([F:16])[C:10]1[CH:9]=[C:8]([CH:13]=[CH:12][CH:11]=1)[CH2:7][CH:2]1[S:20][C:19]([NH2:21])=[N:18][C:3]1=[O:4]. The catalyst class is: 14.